The task is: Binary Classification. Given a drug SMILES string, predict its activity (active/inactive) in a high-throughput screening assay against a specified biological target.. This data is from HIV replication inhibition screening data with 41,000+ compounds from the AIDS Antiviral Screen. (1) The compound is N.O=C(O)c1cc(C(=CCCBr)c2cc(Cl)c(O)c(C(=O)O)c2)cc(Cl)c1O. The result is 1 (active). (2) The compound is Cn1c2c(c3ccccc31)C1C(=O)N(c3ccccc3)C(=O)C1CC2. The result is 0 (inactive).